This data is from Forward reaction prediction with 1.9M reactions from USPTO patents (1976-2016). The task is: Predict the product of the given reaction. (1) Given the reactants [NH2:1][C:2]1[C:3]([C:12](O)=[O:13])=[CH:4][C:5]2[C:10]([CH:11]=1)=[CH:9][CH:8]=[CH:7][CH:6]=2, predict the reaction product. The product is: [NH2:1][C:2]1[C:3]([CH2:12][OH:13])=[CH:4][C:5]2[C:10]([CH:11]=1)=[CH:9][CH:8]=[CH:7][CH:6]=2. (2) Given the reactants Cl.[Cl:2][C:3]1[CH:8]=[CH:7][CH:6]=[CH:5][C:4]=1[N:9]1[C:13]([C:14]2[CH:19]=[CH:18][C:17]([Cl:20])=[CH:16][CH:15]=2)=[C:12]([CH3:21])[C:11]([CH:22]2[O:27][CH2:26][CH2:25][NH:24][CH2:23]2)=[N:10]1.C(N(CC)CC)C.[CH:35]([S:38](Cl)(=[O:40])=[O:39])([CH3:37])[CH3:36], predict the reaction product. The product is: [Cl:20][C:17]1[CH:16]=[CH:15][C:14]([C:13]2[N:9]([C:4]3[CH:5]=[CH:6][CH:7]=[CH:8][C:3]=3[Cl:2])[N:10]=[C:11]([CH:22]3[O:27][CH2:26][CH2:25][N:24]([S:38]([CH:35]([CH3:37])[CH3:36])(=[O:40])=[O:39])[CH2:23]3)[C:12]=2[CH3:21])=[CH:19][CH:18]=1. (3) Given the reactants [N+:1]([C:4]1[CH:5]=[N:6][C:7]([C:10]2[CH:19]=[CH:18][CH:17]=[CH:16][C:11]=2[C:12]([O:14]C)=[O:13])=[CH:8][CH:9]=1)([O-:3])=[O:2].[OH-].[Na+], predict the reaction product. The product is: [N+:1]([C:4]1[CH:5]=[N:6][C:7]([C:10]2[CH:19]=[CH:18][CH:17]=[CH:16][C:11]=2[C:12]([OH:14])=[O:13])=[CH:8][CH:9]=1)([O-:3])=[O:2]. (4) Given the reactants C([O:8][C:9]1[CH:10]=[CH:11][C:12]([CH3:35])=[C:13]([C:15]2[CH2:19][C:18]([CH2:27][C:28]([O:30][C:31]([CH3:34])([CH3:33])[CH3:32])=[O:29])([C:20]([O:22][C:23]([CH3:26])([CH3:25])[CH3:24])=[O:21])[O:17][N:16]=2)[CH:14]=1)C1C=CC=CC=1.[H][H], predict the reaction product. The product is: [C:31]([O:30][C:28](=[O:29])[CH2:27][C:18]1([C:20]([O:22][C:23]([CH3:26])([CH3:25])[CH3:24])=[O:21])[O:17][N:16]=[C:15]([C:13]2[CH:14]=[C:9]([OH:8])[CH:10]=[CH:11][C:12]=2[CH3:35])[CH2:19]1)([CH3:34])([CH3:33])[CH3:32]. (5) Given the reactants O[C@:2]1([C:12]([OH:14])=[O:13])[CH2:6][CH2:5][C:4]([CH2:8][OH:9])([CH3:7])[C:3]1([CH3:11])[CH3:10].C1(P(C2C=CC=CC=2)C2C=CC=CC=2)C=CC=CC=1.CC(OC(/N=N/C(OC(C)C)=O)=O)C, predict the reaction product. The product is: [CH3:7][C:4]12[C:3]([CH3:11])([CH3:10])[C@@:2]([C:12]([OH:14])=[O:13])([CH2:6][CH2:5]1)[O:9][CH2:8]2. (6) Given the reactants [Cl:1][C:2]1[C:12]([C:13]([OH:15])=O)=[CH:11][C:5]2[NH:6][C:7](=[O:10])[CH2:8][S:9][C:4]=2[CH:3]=1.[CH3:16][O:17][C:18]1[CH:19]=[C:20]2[C:25](=[CH:26][CH:27]=1)[N:24]=[CH:23][C:22]([S:28][CH2:29][CH2:30][N:31]1[CH2:36][CH2:35][CH:34]([NH2:37])[CH2:33][CH2:32]1)=[CH:21]2, predict the reaction product. The product is: [CH3:16][O:17][C:18]1[CH:19]=[C:20]2[C:25](=[CH:26][CH:27]=1)[N:24]=[CH:23][C:22]([S:28][CH2:29][CH2:30][N:31]1[CH2:36][CH2:35][CH:34]([NH:37][C:13]([C:12]3[C:2]([Cl:1])=[CH:3][C:4]4[S:9][CH2:8][C:7](=[O:10])[NH:6][C:5]=4[CH:11]=3)=[O:15])[CH2:33][CH2:32]1)=[CH:21]2.